From a dataset of Forward reaction prediction with 1.9M reactions from USPTO patents (1976-2016). Predict the product of the given reaction. (1) Given the reactants [CH3:1][S:2]([C:5]([C:8]1[CH:9]=[C:10]2[C:15](=[C:16]([C:18]3[CH:19]=[C:20]([CH:37]=[CH:38][CH:39]=3)[CH2:21][O:22][C:23]3[CH:28]=[CH:27][CH:26]=[CH:25][C:24]=3[C:29]([C:31]3[CH:36]=[CH:35][CH:34]=[CH:33][CH:32]=3)=[O:30])[CH:17]=1)[N:14]=[CH:13][CH:12]=[CH:11]2)([CH3:7])[CH3:6])(=[O:4])=[O:3].[CH:40]1([Mg]Br)[CH2:42][CH2:41]1, predict the reaction product. The product is: [CH:40]1([C:29]([C:24]2[CH:25]=[CH:26][CH:27]=[CH:28][C:23]=2[O:22][CH2:21][C:20]2[CH:37]=[CH:38][CH:39]=[C:18]([C:16]3[CH:17]=[C:8]([C:5]([S:2]([CH3:1])(=[O:4])=[O:3])([CH3:7])[CH3:6])[CH:9]=[C:10]4[C:15]=3[N:14]=[CH:13][CH:12]=[CH:11]4)[CH:19]=2)([C:31]2[CH:32]=[CH:33][CH:34]=[CH:35][CH:36]=2)[OH:30])[CH2:42][CH2:41]1. (2) Given the reactants Cl[CH2:2][C:3]1[CH:4]=[C:5]([C:9]2[C:14]3[N:15]([C:18]4[CH:23]=[CH:22][CH:21]=[CH:20][CH:19]=4)[CH:16]=[N:17][C:13]=3[CH:12]=[C:11]([C:24]([F:27])([F:26])[F:25])[CH:10]=2)[CH:6]=[CH:7][CH:8]=1.[NH:28]1[CH2:33][CH2:32][O:31][CH2:30][CH2:29]1, predict the reaction product. The product is: [N:28]1([CH2:2][C:3]2[CH:4]=[C:5]([C:9]3[C:14]4[N:15]([C:18]5[CH:23]=[CH:22][CH:21]=[CH:20][CH:19]=5)[CH:16]=[N:17][C:13]=4[CH:12]=[C:11]([C:24]([F:27])([F:26])[F:25])[CH:10]=3)[CH:6]=[CH:7][CH:8]=2)[CH2:33][CH2:32][O:31][CH2:30][CH2:29]1. (3) Given the reactants [CH3:1][O:2][C:3]1[CH:8]=[CH:7][C:6]([NH2:9])=[CH:5][CH:4]=1.[F:10][C:11]1[CH:16]=[CH:15][C:14]([S:17](Cl)(=[O:19])=[O:18])=[CH:13][C:12]=1[N+:21]([O-:23])=[O:22], predict the reaction product. The product is: [F:10][C:11]1[CH:16]=[CH:15][C:14]([S:17]([NH:9][C:6]2[CH:7]=[CH:8][C:3]([O:2][CH3:1])=[CH:4][CH:5]=2)(=[O:19])=[O:18])=[CH:13][C:12]=1[N+:21]([O-:23])=[O:22]. (4) Given the reactants [Si]([O:8][CH2:9][C:10]1([CH3:35])[S:16][CH2:15][CH2:14][N:13]2[C:17]([C:20]3([C:23]4[CH:28]=[CH:27][C:26]([C:29]5[N:33]([CH3:34])[N:32]=[CH:31][CH:30]=5)=[CH:25][CH:24]=4)[CH2:22][CH2:21]3)=[N:18][N:19]=[C:12]2[CH2:11]1)(C(C)(C)C)(C)C.Cl, predict the reaction product. The product is: [CH3:35][C:10]1([CH2:9][OH:8])[S:16][CH2:15][CH2:14][N:13]2[C:17]([C:20]3([C:23]4[CH:24]=[CH:25][C:26]([C:29]5[N:33]([CH3:34])[N:32]=[CH:31][CH:30]=5)=[CH:27][CH:28]=4)[CH2:22][CH2:21]3)=[N:18][N:19]=[C:12]2[CH2:11]1. (5) The product is: [C:1]([C:3]1[CH:4]=[C:5]([CH:35]([CH3:37])[CH3:36])[C:6]2[O:10][C:9]([C:11]3[CH:12]=[CH:13][C:14]([C:15]([NH:17][CH2:18][C@H:19]4[CH2:24][CH2:23][C@H:22]([C:25]5[CH:26]=[CH:27][C:28]([F:31])=[CH:29][CH:30]=5)[CH2:21][CH2:20]4)=[O:16])=[CH:32][CH:33]=3)=[N:8][C:7]=2[CH:34]=1)#[N:2].[C:1]([C:3]1[CH:4]=[C:5]([CH:35]([CH3:37])[CH3:36])[C:6]2[O:10][C:9]([C:11]3[CH:12]=[CH:13][C:14]([C:15]([NH:17][CH2:18][C@H:19]4[CH2:24][CH2:23][C@@H:22]([C:25]5[CH:26]=[CH:27][C:28]([F:31])=[CH:29][CH:30]=5)[CH2:21][CH2:20]4)=[O:16])=[CH:32][CH:33]=3)=[N:8][C:7]=2[CH:34]=1)#[N:2]. Given the reactants [C:1]([C:3]1[CH:4]=[C:5]([CH:35]([CH3:37])[CH3:36])[C:6]2[O:10][C:9]([C:11]3[CH:33]=[CH:32][C:14]([C:15]([NH:17][CH2:18][CH:19]4[CH2:24][CH2:23][C:22]([C:25]5[CH:30]=[CH:29][C:28]([F:31])=[CH:27][CH:26]=5)=[CH:21][CH2:20]4)=[O:16])=[CH:13][CH:12]=3)=[N:8][C:7]=2[CH:34]=1)#[N:2], predict the reaction product. (6) Given the reactants C([O:9][CH2:10][C@@H:11]1[C:15]([O:17]C(=O)C)([CH3:16])[C@:14]([F:22])([CH3:21])[CH:13]([N:23]2[CH:31]=[N:30][C:29]3[C:24]2=[N:25][CH:26]=[N:27][C:28]=3[NH:32][CH:33]2[CH2:38][CH2:37][CH2:36][CH2:35][CH2:34]2)[O:12]1)(=O)C1C=CC=CC=1.CO, predict the reaction product. The product is: [CH:33]1([NH:32][C:28]2[N:27]=[CH:26][N:25]=[C:24]3[C:29]=2[N:30]=[CH:31][N:23]3[CH:13]2[O:12][C@H:11]([CH2:10][OH:9])[C:15]([CH3:16])([OH:17])[C@:14]2([F:22])[CH3:21])[CH2:34][CH2:35][CH2:36][CH2:37][CH2:38]1. (7) Given the reactants C(O[C:4]([C:6]1[C:10]2[CH:11]=[N:12][CH:13]=[CH:14][C:9]=2[NH:8][C:7]=1[NH2:15])=[O:5])C.C([O-])=O.[NH4+].O.[CH:21]([NH2:23])=O, predict the reaction product. The product is: [N:15]1[C:7]2[NH:8][C:9]3[C:10](=[CH:11][N:12]=[CH:13][CH:14]=3)[C:6]=2[C:4]([OH:5])=[N:23][CH:21]=1.